This data is from Catalyst prediction with 721,799 reactions and 888 catalyst types from USPTO. The task is: Predict which catalyst facilitates the given reaction. (1) Reactant: Cl[C:2]1[N:10]([C:11]2[CH:16]=[CH:15][CH:14]=[CH:13][C:12]=2[Cl:17])[C:9]2[C:8](=[O:18])[N:7]([CH3:19])[C:6](=[O:20])[N:5]([CH3:21])[C:4]=2[N:3]=1.[N:22]1([C:28]([O:30][C:31]([CH3:34])([CH3:33])[CH3:32])=[O:29])[CH2:27][CH2:26][NH:25][CH2:24][CH2:23]1. Product: [Cl:17][C:12]1[CH:13]=[CH:14][CH:15]=[CH:16][C:11]=1[N:10]1[C:9]2[C:8](=[O:18])[N:7]([CH3:19])[C:6](=[O:20])[N:5]([CH3:21])[C:4]=2[N:3]=[C:2]1[N:25]1[CH2:24][CH2:23][N:22]([C:28]([O:30][C:31]([CH3:34])([CH3:33])[CH3:32])=[O:29])[CH2:27][CH2:26]1. The catalyst class is: 13. (2) Reactant: [OH-:1].[K+].C1(C)C=CC=CC=1.[CH3:10][N:11]1[CH:16]=[CH:15][CH:14]=[C:13]([CH:17]2[O:21][CH2:20][CH2:19][O:18]2)[C:12]1=O. Product: [CH3:10][N:11]1[CH:12]=[C:13]([CH:17]2[O:21][CH2:20][CH2:19][O:18]2)[CH:14]=[CH:15][C:16]1=[O:1]. The catalyst class is: 6.